Task: Predict the reaction yield, written as a fraction of the theoretical maximum amount of product (1.0 means a 100% yield; for example, 0.34 means a 34% yield).. Dataset: Reaction yield outcomes from USPTO patents with 853,638 reactions The reactants are FC(F)(F)C(O)=O.[CH:8]([N:11]1[C:15]([C:16]2[N:25]=[C:24]3[N:18]([CH2:19][CH2:20][O:21][C:22]4[CH:29]=[C:28]([CH:30]5[CH2:35][CH2:34][NH:33][CH2:32][CH2:31]5)[CH:27]=[CH:26][C:23]=43)[CH:17]=2)=[N:14][CH:13]=[N:12]1)([CH3:10])[CH3:9].[CH3:36][C:37]([CH3:39])=O.C(O[BH-](OC(=O)C)OC(=O)C)(=O)C.[Na+]. The catalyst is ClCCCl.C(Cl)Cl.C(=O)([O-])O.[Na+]. The product is [CH:8]([N:11]1[C:15]([C:16]2[N:25]=[C:24]3[C:23]4[CH:26]=[CH:27][C:28]([CH:30]5[CH2:35][CH2:34][N:33]([CH:37]([CH3:39])[CH3:36])[CH2:32][CH2:31]5)=[CH:29][C:22]=4[O:21][CH2:20][CH2:19][N:18]3[CH:17]=2)=[N:14][CH:13]=[N:12]1)([CH3:10])[CH3:9]. The yield is 0.0800.